From a dataset of CYP1A2 inhibition data for predicting drug metabolism from PubChem BioAssay. Regression/Classification. Given a drug SMILES string, predict its absorption, distribution, metabolism, or excretion properties. Task type varies by dataset: regression for continuous measurements (e.g., permeability, clearance, half-life) or binary classification for categorical outcomes (e.g., BBB penetration, CYP inhibition). Dataset: cyp1a2_veith. (1) The drug is Cc1ccc(Nc2cc(=O)n(C3CCCCC3)c(=O)[nH]2)cc1C. The result is 1 (inhibitor). (2) The compound is CCCCC#C/C=C1/Cn2c(nc3ccccc32)S1. The result is 1 (inhibitor). (3) The molecule is OCCN(CO)CO. The result is 0 (non-inhibitor). (4) The compound is Cc1ccc(C(c2nnnn2C2CCCC2)N2CCN3CCCC3C2)cc1. The result is 0 (non-inhibitor). (5) The drug is CC1(C)S[C@@H]2[C@H](NC(=O)[C@@H](NC(=O)N3CCNC3=O)c3ccccc3)C(=O)N2[C@H]1C(=O)[O-].[Na+]. The result is 0 (non-inhibitor). (6) The molecule is CN(C)Cc1ccccc1-c1ccc2ncnc(NCc3ccccc3)c2c1. The result is 1 (inhibitor). (7) The drug is CN1CCCN(C2C3CC4CC(C3)CC2C4)CC1. The result is 0 (non-inhibitor). (8) The compound is CCC/C=C(\CCC)C(NC(=O)Oc1ccc(F)cc1)c1ccc(C(=O)OC)cc1. The result is 0 (non-inhibitor).